Dataset: Full USPTO retrosynthesis dataset with 1.9M reactions from patents (1976-2016). Task: Predict the reactants needed to synthesize the given product. (1) Given the product [CH:1]1([CH:7]([N:20]2[C:24]3[CH:25]=[C:26]([F:30])[C:27]([F:29])=[CH:28][C:23]=3[N:22]=[C:21]2[C:31]2[C:32]([O:39][CH3:40])=[N:33][C:34]([O:37][CH3:38])=[CH:35][CH:36]=2)[CH2:8][O:9][C:10]2[C:11]([CH3:19])=[CH:12][C:13]([C:14]3[NH:51][N:50]=[N:49][N:15]=3)=[CH:16][C:17]=2[CH3:18])[CH2:6][CH2:5][CH2:4][CH2:3][CH2:2]1, predict the reactants needed to synthesize it. The reactants are: [CH:1]1([CH:7]([N:20]2[C:24]3[CH:25]=[C:26]([F:30])[C:27]([F:29])=[CH:28][C:23]=3[N:22]=[C:21]2[C:31]2[C:32]([O:39][CH3:40])=[N:33][C:34]([O:37][CH3:38])=[CH:35][CH:36]=2)[CH2:8][O:9][C:10]2[C:17]([CH3:18])=[CH:16][C:13]([C:14]#[N:15])=[CH:12][C:11]=2[CH3:19])[CH2:6][CH2:5][CH2:4][CH2:3][CH2:2]1.Cl.C(N(CC)CC)C.[N-:49]=[N+:50]=[N-:51].[Na+].Cl. (2) Given the product [NH2:30][C:27]1[S:28][CH:29]=[C:25]([CH2:24][CH2:23][O:22][C:21]2[CH:38]=[CH:39][C:18]([NH:17][C:15]([C:10]3[C:9]([C:6]4[CH:5]=[CH:4][C:3]([C:2]([F:41])([F:1])[F:40])=[CH:8][CH:7]=4)=[CH:14][CH:13]=[CH:12][CH:11]=3)=[O:16])=[CH:19][CH:20]=2)[N:26]=1, predict the reactants needed to synthesize it. The reactants are: [F:1][C:2]([F:41])([F:40])[C:3]1[CH:8]=[CH:7][C:6]([C:9]2[CH:14]=[CH:13][CH:12]=[CH:11][C:10]=2[C:15]([NH:17][C:18]2[CH:39]=[CH:38][C:21]([O:22][CH2:23][CH2:24][C:25]3[N:26]=[C:27]([NH:30]C(=O)OC(C)(C)C)[S:28][CH:29]=3)=[CH:20][CH:19]=2)=[O:16])=[CH:5][CH:4]=1.FC(F)(F)C(O)=O. (3) The reactants are: [Br:1][C:2]1[CH:10]=[CH:9][C:5]([C:6](O)=[O:7])=[C:4]([CH3:11])[CH:3]=1.B.C1COCC1.C([O-])([O-])=O.[K+].[K+].O. Given the product [Br:1][C:2]1[CH:10]=[CH:9][C:5]([CH2:6][OH:7])=[C:4]([CH3:11])[CH:3]=1, predict the reactants needed to synthesize it. (4) Given the product [Cl:13][C:14]1[CH:19]=[C:18]([C:24](=[O:26])[CH3:25])[C:17]([Cl:20])=[CH:16][N:15]=1, predict the reactants needed to synthesize it. The reactants are: [Li]CCCC.C(NC(C)C)(C)C.[Cl:13][C:14]1[CH:19]=[CH:18][C:17]([Cl:20])=[CH:16][N:15]=1.CON(C)[C:24](=[O:26])[CH3:25]. (5) Given the product [NH2:23][C:6]1[C:5]2[N:24]=[C:2]([CH3:1])[N:3]([CH2:25][CH:26]([CH3:28])[CH3:27])[C:4]=2[C:13]2[CH:12]=[CH:11][C:10]([O:14][CH2:15][CH2:16][CH:17]3[CH2:18][CH2:19][N:20]([C:36]([NH:35][CH:29]4[CH2:34][CH2:33][CH2:32][CH2:31][CH2:30]4)=[O:37])[CH2:21][CH2:22]3)=[CH:9][C:8]=2[N:7]=1, predict the reactants needed to synthesize it. The reactants are: [CH3:1][C:2]1[N:3]([CH2:25][CH:26]([CH3:28])[CH3:27])[C:4]2[C:13]3[CH:12]=[CH:11][C:10]([O:14][CH2:15][CH2:16][CH:17]4[CH2:22][CH2:21][NH:20][CH2:19][CH2:18]4)=[CH:9][C:8]=3[N:7]=[C:6]([NH2:23])[C:5]=2[N:24]=1.[CH:29]1([N:35]=[C:36]=[O:37])[CH2:34][CH2:33][CH2:32][CH2:31][CH2:30]1. (6) Given the product [I:24][C:18]1[C:17]([O:16][C:2]2[C:11]3[C:6](=[CH:7][C:8]([O:14][CH3:15])=[C:9]([O:12][CH3:13])[CH:10]=3)[N:5]=[CH:4][CH:3]=2)=[CH:22][CH:21]=[C:20]([CH3:23])[N:19]=1, predict the reactants needed to synthesize it. The reactants are: Cl[C:2]1[C:11]2[C:6](=[CH:7][C:8]([O:14][CH3:15])=[C:9]([O:12][CH3:13])[CH:10]=2)[N:5]=[CH:4][CH:3]=1.[OH:16][C:17]1[C:18]([I:24])=[N:19][C:20]([CH3:23])=[CH:21][CH:22]=1. (7) Given the product [C:1]([O:5][C:6](=[O:25])[NH:7][C:8]1[CH:13]=[CH:12][C:11]([C:14]2[CH:19]=[CH:18][CH:17]=[C:16]([F:20])[C:15]=2[F:21])=[CH:10][C:9]=1[NH2:22])([CH3:4])([CH3:2])[CH3:3], predict the reactants needed to synthesize it. The reactants are: [C:1]([O:5][C:6](=[O:25])[NH:7][C:8]1[CH:13]=[CH:12][C:11]([C:14]2[CH:19]=[CH:18][CH:17]=[C:16]([F:20])[C:15]=2[F:21])=[CH:10][C:9]=1[N+:22]([O-])=O)([CH3:4])([CH3:3])[CH3:2]. (8) Given the product [N:1]([C@H:11]1[CH2:10][CH2:9][N:8]([C:17]([O:19][C:20]([CH3:22])([CH3:21])[CH3:23])=[O:18])[CH2:7][C@H:6]1[F:5])=[N+:2]=[N-:3], predict the reactants needed to synthesize it. The reactants are: [N-:1]=[N+:2]=[N-:3].[Na+].[F:5][C@H:6]1[C@H:11](OS(C)(=O)=O)[CH2:10][CH2:9][N:8]([C:17]([O:19][C:20]([CH3:23])([CH3:22])[CH3:21])=[O:18])[CH2:7]1.